This data is from Forward reaction prediction with 1.9M reactions from USPTO patents (1976-2016). The task is: Predict the product of the given reaction. Given the reactants [CH:1]1([S:4]([NH2:7])(=[O:6])=[O:5])[CH2:3][CH2:2]1.[H-].[Na+].[CH3:10][C:11]1([CH3:34])[C:20]2[C:15](=[CH:16][CH:17]=[C:18]([C:21](O)=[O:22])[CH:19]=2)[NH:14][CH:13]([C:24]2[CH:29]=[CH:28][CH:27]=[C:26]([C:30]([F:33])([F:32])[F:31])[CH:25]=2)[CH2:12]1.C(N1C=CN=C1)(N1C=CN=C1)=O, predict the reaction product. The product is: [CH3:10][C:11]1([CH3:34])[C:20]2[C:15](=[CH:16][CH:17]=[C:18]([C:21]([NH:7][S:4]([CH:1]3[CH2:3][CH2:2]3)(=[O:6])=[O:5])=[O:22])[CH:19]=2)[NH:14][CH:13]([C:24]2[CH:29]=[CH:28][CH:27]=[C:26]([C:30]([F:33])([F:31])[F:32])[CH:25]=2)[CH2:12]1.